From a dataset of Catalyst prediction with 721,799 reactions and 888 catalyst types from USPTO. Predict which catalyst facilitates the given reaction. Reactant: [C:1]([NH:8][CH2:9][C:10]([OH:12])=O)([O:3][C:4]([CH3:7])([CH3:6])[CH3:5])=[O:2].CN(C(ON1N=NC2C=CC=NC1=2)=[N+](C)C)C.F[P-](F)(F)(F)(F)F.CCN(C(C)C)C(C)C.[F:46][C:47]1[CH:55]=[C:54]2[C:50]([C:51]([C:56]3[CH:57]=[N:58][C:59]([N:62]4[CH2:67][CH2:66][NH:65][CH2:64][CH2:63]4)=[CH:60][CH:61]=3)=[CH:52][NH:53]2)=[CH:49][CH:48]=1. Product: [F:46][C:47]1[CH:55]=[C:54]2[C:50]([C:51]([C:56]3[CH:61]=[CH:60][C:59]([N:62]4[CH2:67][CH2:66][N:65]([C:10](=[O:12])[CH2:9][NH:8][C:1](=[O:2])[O:3][C:4]([CH3:5])([CH3:6])[CH3:7])[CH2:64][CH2:63]4)=[N:58][CH:57]=3)=[CH:52][NH:53]2)=[CH:49][CH:48]=1. The catalyst class is: 18.